This data is from Reaction yield outcomes from USPTO patents with 853,638 reactions. The task is: Predict the reaction yield, written as a fraction of the theoretical maximum amount of product (1.0 means a 100% yield; for example, 0.34 means a 34% yield). (1) The reactants are [Cl:1][C:2]1[CH:9]=[C:8]([C:10]([F:13])([F:12])[F:11])[CH:7]=[CH:6][C:3]=1[CH2:4]O.N1C=CC=CC=1.O1CCCC1.S(Cl)([Cl:27])=O. The catalyst is C(OCC)C. The product is [Cl:1][C:2]1[CH:9]=[C:8]([C:10]([F:13])([F:12])[F:11])[CH:7]=[CH:6][C:3]=1[CH2:4][Cl:27]. The yield is 0.920. (2) The reactants are C(OC([N:8]1[CH2:13][CH2:12][N:11]([CH2:14][C:15](=[O:32])[N:16]([CH:20]2[CH2:29][CH2:28][C:27]3[C:22](=[CH:23][CH:24]=[CH:25][C:26]=3[O:30][CH3:31])[CH2:21]2)[CH2:17][CH2:18][CH3:19])[CH2:10][CH2:9]1)=O)(C)(C)C. The catalyst is C(O)(C(F)(F)F)=O. The product is [CH3:31][O:30][C:26]1[CH:25]=[CH:24][CH:23]=[C:22]2[C:27]=1[CH2:28][CH2:29][CH:20]([N:16]([CH2:17][CH2:18][CH3:19])[C:15](=[O:32])[CH2:14][N:11]1[CH2:12][CH2:13][NH:8][CH2:9][CH2:10]1)[CH2:21]2. The yield is 0.920. (3) The reactants are [C:1]([Br:5])(Br)(Br)[Br:2].C1C=CC(P(C2C=CC=CC=2)C2C=CC=CC=2)=CC=1.[CH:25]([C:27]1[CH:28]=[C:29]([CH2:34][C:35]([O:37][CH3:38])=[O:36])[CH:30]=[CH:31][C:32]=1[OH:33])=O.CCN(CC)CC. The catalyst is C(Cl)Cl.O. The product is [Br:2][C:1]([Br:5])=[CH:25][C:27]1[CH:28]=[C:29]([CH2:34][C:35]([O:37][CH3:38])=[O:36])[CH:30]=[CH:31][C:32]=1[OH:33]. The yield is 0.380. (4) The reactants are [CH3:1][O:2][C:3]1[CH:4]=[C:5]([CH:20]=[CH:21][CH:22]=1)[CH2:6][O:7][C:8]1[CH:16]=[CH:15][CH:14]=[C:10]([C:11]([OH:13])=O)[C:9]=1[C:17]([OH:19])=O.Cl.[NH2:24][CH:25]1[CH2:31][CH2:30][C:29](=[O:32])[NH:28][C:26]1=[O:27]. The catalyst is N1C=CC=CC=1. The product is [O:27]=[C:26]1[CH:25]([N:24]2[C:17](=[O:19])[C:9]3[C:10](=[CH:14][CH:15]=[CH:16][C:8]=3[O:7][CH2:6][C:5]3[CH:20]=[CH:21][CH:22]=[C:3]([O:2][CH3:1])[CH:4]=3)[C:11]2=[O:13])[CH2:31][CH2:30][C:29](=[O:32])[NH:28]1. The yield is 0.120. (5) The reactants are [O:1]1[C:5]2[CH:6]=[CH:7][C:8]([C:10](=O)[CH3:11])=[CH:9][C:4]=2[O:3][CH2:2]1.[OH-].[NH4+:14]. The catalyst is [Ni].CO. The product is [O:1]1[C:5]2[CH:6]=[CH:7][C:8]([CH:10]([NH2:14])[CH3:11])=[CH:9][C:4]=2[O:3][CH2:2]1. The yield is 0.450. (6) The reactants are [F:1][C:2]1[CH:24]=[C:23]([F:25])[CH:22]=[C:21]([F:26])[C:3]=1[C:4]([NH:6][C:7]1[CH:12]=[CH:11][CH:10]=[C:9]([C:13]([CH:15]2[CH2:20][CH2:19][NH:18][CH2:17][CH2:16]2)=[O:14])[N:8]=1)=[O:5].[CH:27]1([CH:30]=O)[CH2:29][CH2:28]1.C(O)(=O)C.[Na].C(O[BH-](OC(=O)C)OC(=O)C)(=O)C.[Cl:50]CCl. The catalyst is CO. The product is [ClH:50].[ClH:50].[F:26][C:21]1[CH:22]=[C:23]([F:25])[CH:24]=[C:2]([F:1])[C:3]=1[C:4]([NH:6][C:7]1[CH:12]=[CH:11][CH:10]=[C:9]([C:13]([CH:15]2[CH2:16][CH2:17][N:18]([CH2:30][CH:27]3[CH2:29][CH2:28]3)[CH2:19][CH2:20]2)=[O:14])[N:8]=1)=[O:5]. The yield is 0.770. (7) The reactants are [CH2:1]([S:3]([N:6]1[CH2:11][CH2:10][CH:9]([C:12]2[C:20]3[C:15](=[C:16]([C:35]([NH2:37])=[O:36])[CH:17]=[C:18]([C:21]4[CH:26]=[CH:25][CH:24]=[C:23]([CH2:27][NH:28][C:29](=[O:34])[CH2:30][CH2:31][CH2:32][CH3:33])[CH:22]=4)[CH:19]=3)[NH:14][CH:13]=2)[CH2:8][CH2:7]1)(=[O:5])=[O:4])[CH3:2].CC1(C)C(C)(C)OB(C2C=C(CNC(=O)CCCC)C=CC=2)O1. No catalyst specified. The product is [CH:30]1([C:29]([NH:28][CH2:27][C:23]2[CH:22]=[C:21]([C:18]3[CH:19]=[C:20]4[C:15](=[C:16]([C:35]([NH2:37])=[O:36])[CH:17]=3)[NH:14][CH:13]=[C:12]4[CH:9]3[CH2:8][CH2:7][N:6]([S:3]([CH2:1][CH3:2])(=[O:5])=[O:4])[CH2:11][CH2:10]3)[CH:26]=[CH:25][CH:24]=2)=[O:34])[CH2:33][CH2:32][CH2:31]1. The yield is 0.0800.